Dataset: Reaction yield outcomes from USPTO patents with 853,638 reactions. Task: Predict the reaction yield, written as a fraction of the theoretical maximum amount of product (1.0 means a 100% yield; for example, 0.34 means a 34% yield). (1) The reactants are [C:1]([C:3]1[CH:4]=[C:5](B(O)O)[CH:6]=[C:7]([F:9])[CH:8]=1)#[N:2].Br[C:14]1[CH:31]=[C:30]2[C:17]([CH2:18][CH2:19][C:20]3([C:23]42[N:27]=[C:26]([NH2:28])[C:25]([CH3:29])=[N:24]4)[CH2:22][CH2:21]3)=[CH:16][CH:15]=1.C(=O)([O-])[O-].[K+].[K+].CC([PH+](C(C)(C)C)CCCS([O-])(=O)=O)(C)C. The catalyst is [Cl-].[Na+].O.[Na+].[Na+].Cl[Pd+2](Cl)(Cl)Cl.CCOC(C)=O.O. The product is [NH2:28][C:26]1[C:25]([CH3:29])=[N:24][C:23]2([C:30]3[C:17](=[CH:16][CH:15]=[C:14]([C:5]4[CH:4]=[C:3]([CH:8]=[C:7]([F:9])[CH:6]=4)[C:1]#[N:2])[CH:31]=3)[CH2:18][CH2:19][C:20]32[CH2:21][CH2:22]3)[N:27]=1. The yield is 0.850. (2) The reactants are P(Cl)(Cl)([Cl:3])=O.[Cl:6][C:7]1[CH:16]=[C:15]2[C:10]([C:11](O)=[CH:12][CH:13]=[N:14]2)=[CH:9][CH:8]=1. No catalyst specified. The product is [Cl:3][C:11]1[C:10]2[C:15](=[CH:16][C:7]([Cl:6])=[CH:8][CH:9]=2)[N:14]=[CH:13][CH:12]=1. The yield is 0.885. (3) The reactants are [N+:1]([C:4]1[CH:15]=[CH:14][C:7]([C@@H:8]([CH2:10][C:11]([OH:13])=[O:12])[NH2:9])=[CH:6][CH:5]=1)([O-:3])=[O:2].[OH-].[Na+].[C:18](OC(=O)C)(=[O:20])[CH3:19].Cl. The catalyst is O. The product is [C:18]([NH:9][C@H:8]([CH2:10][C:11]([OH:13])=[O:12])[C:7]1[CH:6]=[CH:5][C:4]([N+:1]([O-:3])=[O:2])=[CH:15][CH:14]=1)(=[O:20])[CH3:19]. The yield is 0.969. (4) The reactants are [NH2:1][C:2]1[S:3][C:4]([C:7]([O:9][CH:10]([CH3:12])[CH3:11])=[O:8])=[CH:5][N:6]=1.Cl[C:14]1[N:19]=[C:18]([CH3:20])[N:17]=[C:16]([N:21]2[CH2:26][CH2:25][N:24]([CH2:27][CH2:28][OH:29])[CH2:23][CH2:22]2)[CH:15]=1. No catalyst specified. The product is [OH:29][CH2:28][CH2:27][N:24]1[CH2:23][CH2:22][N:21]([C:16]2[N:17]=[C:18]([CH3:20])[N:19]=[C:14]([NH:1][C:2]3[S:3][C:4]([C:7]([O:9][CH:10]([CH3:12])[CH3:11])=[O:8])=[CH:5][N:6]=3)[CH:15]=2)[CH2:26][CH2:25]1. The yield is 0.652. (5) The reactants are [C:1]([O:4][C:5]1[CH:6]=[C:7]2[C:12](=[CH:13][C:14]=1[O:15][CH3:16])[N:11]=[CH:10][N:9]=[C:8]2[Cl:17])(=[O:3])[CH3:2].[Cl:18][C:19]1[CH:20]=[C:21]([NH2:26])[CH:22]=[CH:23][C:24]=1[F:25]. The catalyst is C(O)(C)C. The product is [ClH:17].[C:1]([O:4][C:5]1[CH:6]=[C:7]2[C:12](=[CH:13][C:14]=1[O:15][CH3:16])[N:11]=[CH:10][N:9]=[C:8]2[NH:26][C:21]1[CH:22]=[CH:23][C:24]([F:25])=[C:19]([Cl:18])[CH:20]=1)(=[O:3])[CH3:2]. The yield is 0.790. (6) The reactants are [CH2:1]([O:3][C:4](=[O:19])[CH2:5]OC1C=CC(C(=O)CCCC)=CC=1)[CH3:2].[CH2:20]([C:22]([C:40]1[CH:45]=[CH:44][C:43]([OH:46])=[CH:42][CH:41]=1)=[C:23]([C:32]1[CH:37]=[CH:36][C:35]([O:38][CH3:39])=[CH:34][CH:33]=1)[C:24]1[CH:29]=[CH:28][C:27]([O:30][CH3:31])=[CH:26][CH:25]=1)[CH3:21].BrCC(OCC)=O.C([O-])([O-])=O.[K+].[K+]. The yield is 0.830. The catalyst is CC(C)=O. The product is [CH2:1]([O:3][C:4](=[O:19])[CH2:5][O:46][C:43]1[CH:42]=[CH:41][C:40]([C:22]([CH2:20][CH3:21])=[C:23]([C:24]2[CH:25]=[CH:26][C:27]([O:30][CH3:31])=[CH:28][CH:29]=2)[C:32]2[CH:37]=[CH:36][C:35]([O:38][CH3:39])=[CH:34][CH:33]=2)=[CH:45][CH:44]=1)[CH3:2].